This data is from NCI-60 drug combinations with 297,098 pairs across 59 cell lines. The task is: Regression. Given two drug SMILES strings and cell line genomic features, predict the synergy score measuring deviation from expected non-interaction effect. (1) Drug 1: CC1C(C(CC(O1)OC2CC(OC(C2O)C)OC3=CC4=CC5=C(C(=O)C(C(C5)C(C(=O)C(C(C)O)O)OC)OC6CC(C(C(O6)C)O)OC7CC(C(C(O7)C)O)OC8CC(C(C(O8)C)O)(C)O)C(=C4C(=C3C)O)O)O)O. Drug 2: C1=NC2=C(N=C(N=C2N1C3C(C(C(O3)CO)O)F)Cl)N. Cell line: HL-60(TB). Synergy scores: CSS=83.0, Synergy_ZIP=-1.81, Synergy_Bliss=-3.71, Synergy_Loewe=-5.21, Synergy_HSA=-4.48. (2) Drug 1: C1=CC(=CC=C1C#N)C(C2=CC=C(C=C2)C#N)N3C=NC=N3. Drug 2: CCN(CC)CCCC(C)NC1=C2C=C(C=CC2=NC3=C1C=CC(=C3)Cl)OC. Cell line: SN12C. Synergy scores: CSS=14.3, Synergy_ZIP=1.93, Synergy_Bliss=3.91, Synergy_Loewe=0.800, Synergy_HSA=3.60.